Dataset: Forward reaction prediction with 1.9M reactions from USPTO patents (1976-2016). Task: Predict the product of the given reaction. (1) Given the reactants Br[C:2]1[CH:7]=[CH:6][C:5]([CH2:8][NH:9][S:10]([CH2:13][C:14]2[CH:19]=[CH:18][CH:17]=[CH:16][CH:15]=2)(=[O:12])=[O:11])=[CH:4][CH:3]=1.COC(C)(C)C.CC(C)([O-])C.[Na+].[N:32]1([C:38](=[O:40])[CH3:39])[CH2:37][CH2:36][NH:35][CH2:34][CH2:33]1, predict the reaction product. The product is: [C:38]([N:32]1[CH2:37][CH2:36][N:35]([C:2]2[CH:7]=[CH:6][C:5]([CH2:8][NH:9][S:10]([CH2:13][C:14]3[CH:19]=[CH:18][CH:17]=[CH:16][CH:15]=3)(=[O:12])=[O:11])=[CH:4][CH:3]=2)[CH2:34][CH2:33]1)(=[O:40])[CH3:39]. (2) Given the reactants Cl[C:2]([O:4][CH2:5][CH3:6])=[O:3].[CH3:7][C:8]([CH:10]1[CH2:15][CH2:14][C:13]([CH2:16][NH2:17])=[CH:12][CH2:11]1)=[CH2:9].C(N(CC)CC)C.[Cl-].[Na+], predict the reaction product. The product is: [CH3:9][C:8]([CH:10]1[CH2:15][CH2:14][C:13]([CH2:16][NH:17][C:2](=[O:3])[O:4][CH2:5][CH3:6])=[CH:12][CH2:11]1)=[CH2:7].